From a dataset of Full USPTO retrosynthesis dataset with 1.9M reactions from patents (1976-2016). Predict the reactants needed to synthesize the given product. (1) Given the product [Cl:1][C:2]1[CH:7]=[CH:6][C:5]([CH:8]([C:21]2[CH:26]=[CH:25][C:24]([Cl:27])=[CH:23][CH:22]=2)[C:9]2[CH:10]=[C:11]3[C:16](=[CH:17][CH:18]=2)[NH:15][C:14](=[O:19])[CH:13]=[C:12]3[NH:28][C:29]2[CH:30]=[CH:31][C:32]([O:33][CH2:34][C:35]([O:37][C:38]([CH3:39])([CH3:41])[CH3:40])=[O:36])=[CH:42][CH:43]=2)=[CH:4][CH:3]=1, predict the reactants needed to synthesize it. The reactants are: [Cl:1][C:2]1[CH:7]=[CH:6][C:5]([CH:8]([C:21]2[CH:26]=[CH:25][C:24]([Cl:27])=[CH:23][CH:22]=2)[C:9]2[CH:10]=[C:11]3[C:16](=[CH:17][CH:18]=2)[N:15]=[C:14]([OH:19])[CH:13]=[C:12]3Br)=[CH:4][CH:3]=1.[NH2:28][C:29]1[CH:43]=[CH:42][C:32]([O:33][CH2:34][C:35]([O:37][C:38]([CH3:41])([CH3:40])[CH3:39])=[O:36])=[CH:31][CH:30]=1.C([O-])([O-])=O.[Cs+].[Cs+].O1CCOCC1. (2) Given the product [CH2:1]([C@H:8]1[N:9]([C:21]([C:23]2[C:27]([C:28]3[CH:33]=[CH:32][CH:31]=[CH:30][CH:29]=3)=[C:26]([C:34]3[CH:39]=[CH:38][CH:37]=[CH:36][CH:35]=3)[N:25]([CH2:40][C:41]([NH:44][CH2:45][CH2:46][OH:47])=[O:42])[N:24]=2)=[O:22])[CH2:10][CH2:11][N:12]([C:14]([O:16][C:17]([CH3:19])([CH3:18])[CH3:20])=[O:15])[CH2:13]1)[C:2]1[CH:7]=[CH:6][CH:5]=[CH:4][CH:3]=1, predict the reactants needed to synthesize it. The reactants are: [CH2:1]([C@@H:8]1[CH2:13][N:12]([C:14]([O:16][C:17]([CH3:20])([CH3:19])[CH3:18])=[O:15])[CH2:11][CH2:10][N:9]1[C:21]([C:23]1[C:27]([C:28]2[CH:33]=[CH:32][CH:31]=[CH:30][CH:29]=2)=[C:26]([C:34]2[CH:39]=[CH:38][CH:37]=[CH:36][CH:35]=2)[N:25]([CH2:40][C:41](O)=[O:42])[N:24]=1)=[O:22])[C:2]1[CH:7]=[CH:6][CH:5]=[CH:4][CH:3]=1.[NH2:44][CH2:45][CH2:46][OH:47].CCN=C=NCCCN(C)C.Cl.C1C=CC2N(O)N=NC=2C=1.C(=O)(O)[O-].[Na+]. (3) Given the product [C:21]([O:31][C:32]([C:35]([CH2:38][CH2:39][O:40][C:14]([C:13](=[CH2:12])[CH3:19])=[O:15])([F:36])[F:37])([F:34])[F:33])([C:24]([C:27]([F:30])([F:29])[F:28])([F:26])[F:25])([F:23])[F:22], predict the reactants needed to synthesize it. The reactants are: C1(C)C=CC(S(O)(=O)=O)=CC=1.[CH3:12][C:13]1[CH:19]=C(O)C=C[C:14]=1[OH:15].[C:21]([O:31][C:32]([C:35]([CH2:38][CH2:39][OH:40])([F:37])[F:36])([F:34])[F:33])([C:24]([C:27]([F:30])([F:29])[F:28])([F:26])[F:25])([F:23])[F:22].C(O)(=O)C(C)=C.